From a dataset of Forward reaction prediction with 1.9M reactions from USPTO patents (1976-2016). Predict the product of the given reaction. Given the reactants [Mg].II.[F:4][C:5]([F:15])([F:14])[C:6]1[CH:7]=[C:8]([CH:11]=[CH:12][CH:13]=1)[CH2:9]Br.[O:16]1[CH2:20][CH2:19][O:18][CH:17]1[C:21]1[CH:28]=[CH:27][C:24]([C:25]#N)=[CH:23][CH:22]=1.Cl.CC[O:32]CC, predict the reaction product. The product is: [O:16]1[CH2:20][CH2:19][O:18][CH:17]1[C:21]1[CH:28]=[CH:27][C:24]([C:25](=[O:32])[CH2:9][C:8]2[CH:11]=[CH:12][CH:13]=[C:6]([C:5]([F:15])([F:14])[F:4])[CH:7]=2)=[CH:23][CH:22]=1.